This data is from Full USPTO retrosynthesis dataset with 1.9M reactions from patents (1976-2016). The task is: Predict the reactants needed to synthesize the given product. Given the product [C:1]([O:4][CH2:5][C@@H:6]([N:8]1[C:22]2[C:17](=[CH:18][C:19]([F:31])=[C:20]([N:24]3[CH2:29][CH2:28][N:27]([CH3:30])[CH2:26][CH2:25]3)[C:21]=2[F:23])[C:16](=[O:33])[C:10]([C:11]([O:13][CH2:14][CH3:15])=[O:12])=[CH:9]1)[CH3:7])(=[O:3])[CH3:2], predict the reactants needed to synthesize it. The reactants are: [C:1]([O:4][CH2:5][C@@H:6]([NH:8][CH:9]=[C:10]([C:16](=[O:33])[C:17]1[CH:22]=[C:21]([F:23])[C:20]([N:24]2[CH2:29][CH2:28][N:27]([CH3:30])[CH2:26][CH2:25]2)=[C:19]([F:31])[C:18]=1F)[C:11]([O:13][CH2:14][CH3:15])=[O:12])[CH3:7])(=[O:3])[CH3:2].C(=O)([O-])[O-].[K+].[K+].